Dataset: Full USPTO retrosynthesis dataset with 1.9M reactions from patents (1976-2016). Task: Predict the reactants needed to synthesize the given product. (1) The reactants are: [NH2:1][C:2]1[CH:11]=[C:10]([O:12][CH2:13][C:14]2[CH:19]=[CH:18][CH:17]=[CH:16][CH:15]=2)[C:9]([O:20][CH3:21])=[CH:8][C:3]=1[C:4]([O:6][CH3:7])=[O:5].[CH3:22][N:23]([CH:25](OC)OC)[CH3:24]. Given the product [CH2:13]([O:12][C:10]1[C:9]([O:20][CH3:21])=[CH:8][C:3]([C:4]([O:6][CH3:7])=[O:5])=[C:2]([N:1]=[CH:22][N:23]([CH3:25])[CH3:24])[CH:11]=1)[C:14]1[CH:15]=[CH:16][CH:17]=[CH:18][CH:19]=1, predict the reactants needed to synthesize it. (2) Given the product [Cl:20][C:14]1[CH:40]=[CH:16][CH:17]=[C:18]([Cl:19])[C:13]=1[N:10]1[C:11](=[NH:12])[C:5]2[C:6](=[N:7][C:2]([NH:37][C:36]3[CH:35]=[CH:34][C:33]([N:29]4[CH2:30][CH2:31][O:32][CH:27]([CH2:26][N:24]([CH3:23])[CH3:25])[CH2:28]4)=[CH:39][CH:38]=3)=[N:3][CH:4]=2)[N:8]([CH3:22])[C:9]1=[O:21], predict the reactants needed to synthesize it. The reactants are: Cl[C:2]1[N:7]=[C:6]2[N:8]([CH3:22])[C:9](=[O:21])[N:10]([C:13]3[C:14]([Cl:20])=N[CH:16]=[CH:17][C:18]=3[Cl:19])[C:11](=[NH:12])[C:5]2=[CH:4][N:3]=1.[CH3:23][N:24]([CH2:26][CH:27]1[O:32][CH2:31][CH2:30][N:29]([C:33]2[CH:39]=[CH:38][C:36]([NH2:37])=[CH:35][CH:34]=2)[CH2:28]1)[CH3:25].[CH2:40](O)CCC. (3) Given the product [OH:35][CH2:34][C@H:32]1[CH2:31][O:30][CH2:29][C@@H:28]([C:22]2[CH:21]=[C:20]([F:19])[C:25]([F:26])=[C:24]([F:27])[CH:23]=2)[N:33]1[C:2]([O:4][CH2:5][CH:6]1[C:18]2[CH:17]=[CH:16][CH:15]=[CH:14][C:13]=2[C:12]2[C:7]1=[CH:8][CH:9]=[CH:10][CH:11]=2)=[O:3], predict the reactants needed to synthesize it. The reactants are: Cl[C:2]([O:4][CH2:5][CH:6]1[C:18]2[CH:17]=[CH:16][CH:15]=[CH:14][C:13]=2[C:12]2[C:7]1=[CH:8][CH:9]=[CH:10][CH:11]=2)=[O:3].[F:19][C:20]1[CH:21]=[C:22]([C@H:28]2[NH:33][C@@H:32]([CH2:34][OH:35])[CH2:31][O:30][CH2:29]2)[CH:23]=[C:24]([F:27])[C:25]=1[F:26].C(=O)(O)[O-].[Na+].[Cl-].[NH4+]. (4) Given the product [CH:1]1([CH2:4][O:5][C:6]2[N:11]=[C:10]([C:12]([NH:22][C@@H:23]([CH2:29][CH:30]([CH3:31])[CH3:32])[C:24]([O:26][CH2:27][CH3:28])=[O:25])=[O:14])[CH:9]=[CH:8][C:7]=2[N:15]2[CH2:18][C:17]([F:20])([F:19])[CH2:16]2)[CH2:2][CH2:3]1, predict the reactants needed to synthesize it. The reactants are: [CH:1]1([CH2:4][O:5][C:6]2[N:11]=[C:10]([C:12]([OH:14])=O)[CH:9]=[CH:8][C:7]=2[N:15]2[CH2:18][C:17]([F:20])([F:19])[CH2:16]2)[CH2:3][CH2:2]1.Cl.[NH2:22][C@@H:23]([CH2:29][CH:30]([CH3:32])[CH3:31])[C:24]([O:26][CH2:27][CH3:28])=[O:25]. (5) Given the product [CH3:1][C:2]1([CH3:10])[O:7][C:6](=[O:8])[CH:5]([C:21](=[O:22])[CH2:20][CH2:19][NH:18][C:16](=[O:17])[O:15][C:11]([CH3:12])([CH3:13])[CH3:14])[C:4](=[O:9])[O:3]1, predict the reactants needed to synthesize it. The reactants are: [CH3:1][C:2]1([CH3:10])[O:7][C:6](=[O:8])[CH2:5][C:4](=[O:9])[O:3]1.[C:11]([O:15][C:16]([NH:18][CH2:19][CH2:20][C:21](O)=[O:22])=[O:17])([CH3:14])([CH3:13])[CH3:12].C1CCC(N=C=NC2CCCCC2)CC1.C(O)(=O)CC(CC(O)=O)(C(O)=O)O. (6) Given the product [CH:1]1([C:7]2[N:12]([C:13]3[CH:18]=[CH:17][CH:16]=[C:15]([F:19])[CH:14]=3)[C:11](=[O:20])[C:10]([C:35]([NH:36][CH2:49][C:50]([OH:52])=[O:51])=[O:60])=[C:9]([OH:21])[N:8]=2)[CH2:2][CH2:3][CH2:4][CH2:5][CH2:6]1, predict the reactants needed to synthesize it. The reactants are: [CH:1]1([C:7]2[N:12]([C:13]3[CH:18]=[CH:17][CH:16]=[C:15]([F:19])[CH:14]=3)[C:11](=[O:20])[CH:10]=[C:9]([OH:21])[N:8]=2)[CH2:6][CH2:5][CH2:4][CH2:3][CH2:2]1.[Cl-].C[Al+]C.CCCCCC.FC1C=[C:35](C=CC=1)[NH2:36].C1(C#N)CCCCC1.C(OCC)(=O)[CH2:49][C:50]([O:52]CC)=[O:51].C[O-:60].[Na+]. (7) Given the product [CH:18]1([C:21]([NH:23][C:24]2[CH:29]=[CH:28][C:27]([CH3:30])=[C:26]([CH:31]3[CH2:32][CH2:33][N:34]([CH2:2][C:3]4[CH:8]=[CH:7][C:6]([S:9]([C:11]5[CH:16]=[CH:15][C:14]([CH3:17])=[CH:13][CH:12]=5)=[O:10])=[CH:5][CH:4]=4)[CH2:35][CH2:36]3)[CH:25]=2)=[O:22])[CH2:19][CH2:20]1, predict the reactants needed to synthesize it. The reactants are: Br[CH2:2][C:3]1[CH:8]=[CH:7][C:6]([S:9]([C:11]2[CH:16]=[CH:15][C:14]([CH3:17])=[CH:13][CH:12]=2)=[O:10])=[CH:5][CH:4]=1.[CH:18]1([C:21]([NH:23][C:24]2[CH:29]=[CH:28][C:27]([CH3:30])=[C:26]([CH:31]3[CH2:36][CH2:35][NH:34][CH2:33][CH2:32]3)[CH:25]=2)=[O:22])[CH2:20][CH2:19]1.C(=O)([O-])[O-].[K+].[K+].[Na+].[I-].